From a dataset of Catalyst prediction with 721,799 reactions and 888 catalyst types from USPTO. Predict which catalyst facilitates the given reaction. (1) Reactant: C([N:4]([S:34]([CH2:37][C:38]1[CH:43]=[CH:42][CH:41]=[CH:40][CH:39]=1)(=[O:36])=[O:35])[C:5]([CH:7]1[CH2:12][CH2:11][N:10]([C:13]2[C:23]([C:24]#[N:25])=[CH:22][C:16]([C:17]([O:19][CH2:20][CH3:21])=[O:18])=[C:15]([O:26]S(C(F)(F)F)(=O)=O)[N:14]=2)[CH2:9][CH2:8]1)=[O:6])C=C.CC1(C)C2C(=C(P(C3C=CC=CC=3)C3C=CC=CC=3)C=CC=2)OC2C(P(C3C=CC=CC=3)C3C=CC=CC=3)=CC=CC1=2.[C:86]([O:90]CC)(=[O:89])[CH2:87]O.CCN(C(C)C)C(C)C. Product: [CH2:37]([S:34]([NH:4][C:5]([CH:7]1[CH2:8][CH2:9][N:10]([C:13]2[N:14]=[C:15]([O:26][CH2:87][C:86]([OH:90])=[O:89])[C:16]([C:17]([O:19][CH2:20][CH3:21])=[O:18])=[CH:22][C:23]=2[C:24]#[N:25])[CH2:11][CH2:12]1)=[O:6])(=[O:35])=[O:36])[C:38]1[CH:39]=[CH:40][CH:41]=[CH:42][CH:43]=1. The catalyst class is: 102. (2) Reactant: [NH2:1][C:2]1[CH:3]=[C:4]([C@@H:8]([NH:10][C:11]2[CH:16]=[CH:15][CH:14]=[C:13]([Br:17])[N:12]=2)[CH3:9])[CH:5]=[CH:6][CH:7]=1.[CH3:18][C:19]1[CH:20]=[N:21][CH:22]=[C:23]([CH:27]=1)[C:24](O)=[O:25].Cl.CN(C)CCCN=C=NCC.N1(C2C=CN=CC=2)CCCC1.C(N(CC)CC)C. Product: [Br:17][C:13]1[N:12]=[C:11]([NH:10][C@H:8]([C:4]2[CH:3]=[C:2]([NH:1][C:24](=[O:25])[C:23]3[CH:27]=[C:19]([CH3:18])[CH:20]=[N:21][CH:22]=3)[CH:7]=[CH:6][CH:5]=2)[CH3:9])[CH:16]=[CH:15][CH:14]=1. The catalyst class is: 4. (3) Reactant: [F:1][C:2]([F:42])([F:41])[C@H:3]([N:28]1[CH2:32][CH2:31][C@H:30]([NH:33][C:34](=[O:40])[O:35][C:36]([CH3:39])([CH3:38])[CH3:37])[CH2:29]1)[C:4]1[CH:5]=[CH:6][C:7]2[N:8]([C:10]([C:13]3[CH:22]=[CH:21][C:20]4[C:15](=[CH:16][C:17]([O:24][CH2:25][CH2:26][OH:27])=[C:18]([F:23])[CH:19]=4)[N:14]=3)=[N:11][N:12]=2)[CH:9]=1.[C:43]([O:47][C:48]([NH:50][C@@H:51]([CH:55]([CH3:57])[CH3:56])[C:52](O)=[O:53])=[O:49])([CH3:46])([CH3:45])[CH3:44].C1CCC(N=C=NC2CCCCC2)CC1.O. Product: [C:43]([O:47][C:48]([NH:50][C@@H:51]([CH:55]([CH3:57])[CH3:56])[C:52]([O:27][CH2:26][CH2:25][O:24][C:17]1[CH:16]=[C:15]2[C:20]([CH:21]=[CH:22][C:13]([C:10]3[N:8]4[CH:9]=[C:4]([C@@H:3]([N:28]5[CH2:32][CH2:31][C@H:30]([NH:33][C:34]([O:35][C:36]([CH3:39])([CH3:37])[CH3:38])=[O:40])[CH2:29]5)[C:2]([F:1])([F:41])[F:42])[CH:5]=[CH:6][C:7]4=[N:12][N:11]=3)=[N:14]2)=[CH:19][C:18]=1[F:23])=[O:53])=[O:49])([CH3:46])([CH3:45])[CH3:44]. The catalyst class is: 64. (4) Reactant: [CH:1]1[CH:2]=C[C:4]2[N:9](O)N=[N:7][C:5]=2[CH:6]=1.[N:11]1([C:17]([C:19]2[CH:20]=[CH:21][C:22]([O:28][CH2:29][C:30]3[CH:35]=[CH:34][CH:33]=[CH:32][CH:31]=3)=[C:23]([CH:27]=2)[C:24]([OH:26])=O)=[O:18])[CH2:16][CH2:15][O:14][CH2:13][CH2:12]1.N1C=CC=C(N)C=1.C(Cl)CCl. Product: [N:11]1([C:17]([C:19]2[CH:20]=[CH:21][C:22]([O:28][CH2:29][C:30]3[CH:35]=[CH:34][CH:33]=[CH:32][CH:31]=3)=[C:23]([CH:27]=2)[C:24]([NH:7][C:5]2[CH:4]=[N:9][CH:2]=[CH:1][CH:6]=2)=[O:26])=[O:18])[CH2:16][CH2:15][O:14][CH2:13][CH2:12]1. The catalyst class is: 35. (5) Reactant: [CH3:1][C@@H:2]([C@@H:9]1[C@@:13]2([CH3:33])[CH2:14][CH2:15][C:16]3[C@@:21]4([CH3:32])[CH2:22][CH2:23][C@H:24]([O:28][C:29]([CH3:31])=[O:30])[C:25]([CH3:27])([CH3:26])[CH:20]4[CH2:19][CH2:18][C:17]=3[C@:12]2([CH3:34])[CH2:11][CH2:10]1)[CH2:3][CH2:4][CH:5]=[C:6]([CH3:8])[CH3:7].ClC1C=CC=C(C(OO)=O)C=1.C(=O)([O-])O.[Na+]. The catalyst class is: 4. Product: [CH3:1][C@@H:2]([C@@H:9]1[C@@:13]2([CH3:33])[CH2:14][CH2:15][C:16]3[C@@:21]4([CH3:32])[CH2:22][CH2:23][C@H:24]([O:28][C:29]([CH3:31])=[O:30])[C:25]([CH3:27])([CH3:26])[C@@H:20]4[CH2:19][CH2:18][C:17]=3[C@:12]2([CH3:34])[CH2:11][CH2:10]1)[CH2:3][CH2:4][CH2:5][CH:6]([CH3:7])[CH3:8]. (6) The catalyst class is: 11. Product: [O:1]1[C:6]2[CH:7]=[CH:8][CH:9]=[CH:10][C:5]=2[N:4]([C:11](=[O:17])/[CH:12]=[CH:13]\[C:14]([OH:16])=[O:15])[CH2:3][CH2:2]1. Reactant: [O:1]1[C:6]2[CH:7]=[CH:8][CH:9]=[CH:10][C:5]=2[NH:4][CH2:3][CH2:2]1.[C:11]1(=[O:17])[O:16][C:14](=[O:15])[CH:13]=[CH:12]1. (7) Product: [CH:30]1([C:33]([NH:1][C:2]2[CH:3]=[CH:4][CH:5]=[C:6]3[C:10]=2[C:9](=[O:11])[N:8]([C@@H:12]([C:19]2[CH:24]=[CH:23][C:22]([O:25][CH3:26])=[C:21]([O:27][CH2:28][CH3:29])[CH:20]=2)[CH2:13][C:14]([N:16]([CH3:18])[CH3:17])=[O:15])[CH2:7]3)=[O:34])[CH2:32][CH2:31]1. Reactant: [NH2:1][C:2]1[CH:3]=[CH:4][CH:5]=[C:6]2[C:10]=1[C:9](=[O:11])[N:8]([C@@H:12]([C:19]1[CH:24]=[CH:23][C:22]([O:25][CH3:26])=[C:21]([O:27][CH2:28][CH3:29])[CH:20]=1)[CH2:13][C:14]([N:16]([CH3:18])[CH3:17])=[O:15])[CH2:7]2.[CH:30]1([C:33](Cl)=[O:34])[CH2:32][CH2:31]1.C(=O)([O-])O.[Na+].C(OCC)(=O)C. The catalyst class is: 7. (8) The catalyst class is: 2. Reactant: [C:1]([O:5][C:6]([N:8]([CH3:34])[C:9]1[N:14]=[C:13]([CH2:15][CH2:16][CH2:17][C:18]2[N:23]=[CH:22][C:21]([CH2:24][C@@H:25]([C:27]([O:29][C:30]([CH3:33])([CH3:32])[CH3:31])=[O:28])[NH2:26])=[CH:20][CH:19]=2)[CH:12]=[CH:11][CH:10]=1)=[O:7])([CH3:4])([CH3:3])[CH3:2].[Cl:35][C:36]1[CH:44]=[CH:43][CH:42]=[C:41]([Cl:45])[C:37]=1[C:38](Cl)=[O:39].C(O)(=O)CC(CC(O)=O)(C(O)=O)O. Product: [C:1]([O:5][C:6]([N:8]([CH3:34])[C:9]1[N:14]=[C:13]([CH2:15][CH2:16][CH2:17][C:18]2[N:23]=[CH:22][C:21]([CH2:24][C@@H:25]([C:27]([O:29][C:30]([CH3:33])([CH3:32])[CH3:31])=[O:28])[NH:26][C:38]([C:37]3[C:36]([Cl:35])=[CH:44][CH:43]=[CH:42][C:41]=3[Cl:45])=[O:39])=[CH:20][CH:19]=2)[CH:12]=[CH:11][CH:10]=1)=[O:7])([CH3:4])([CH3:3])[CH3:2]. (9) Reactant: [Cl:1][C:2]1[C:3]2[CH:13]=[CH:12][CH:11]=[CH:10][C:4]=2[S:5][C:6]=1[C:7](O)=[O:8]. Product: [Cl:1][C:2]1[C:3]2[CH:13]=[CH:12][CH:11]=[CH:10][C:4]=2[S:5][C:6]=1[CH2:7][OH:8]. The catalyst class is: 1. (10) The catalyst class is: 19. Product: [NH2:1][C:4]1[CH:9]=[CH:8][CH:7]=[CH:6][C:5]=1[NH:10][S:11]([CH3:14])(=[O:13])=[O:12]. Reactant: [N+:1]([C:4]1[CH:9]=[CH:8][CH:7]=[CH:6][C:5]=1[NH:10][S:11]([CH3:14])(=[O:13])=[O:12])([O-])=O.